This data is from Full USPTO retrosynthesis dataset with 1.9M reactions from patents (1976-2016). The task is: Predict the reactants needed to synthesize the given product. (1) Given the product [OH:21][CH:9]1[CH:8]([C:5]2[CH:6]=[CH:7][C:2]([C:14]([O:16][CH3:17])=[O:15])=[CH:3][CH:4]=2)[CH2:13][CH2:12][N:11]([C:14]([O:16][C:17]([CH3:20])([CH3:19])[CH3:18])=[O:15])[CH2:10]1, predict the reactants needed to synthesize it. The reactants are: Br[C:2]1[CH:7]=[CH:6][C:5]([CH:8]2[CH2:13][CH2:12][N:11]([C:14]([O:16][C:17]([CH3:20])([CH3:19])[CH3:18])=[O:15])[CH2:10][CH:9]2[OH:21])=[CH:4][CH:3]=1.C1(P(C2C=CC=CC=2)CCCP(C2C=CC=CC=2)C2C=CC=CC=2)C=CC=CC=1.[C]=O. (2) Given the product [O:20]=[S:9]1(=[O:21])[C:10]2[C:15](=[CH:14][CH:13]=[CH:12][CH:11]=2)[C:16]2[C:7](=[C:6]3[C:19](=[CH:18][CH:17]=2)[C:2]([NH:26][CH2:25][CH2:24][N:23]([CH3:27])[CH3:22])=[CH:3][CH:4]=[N:5]3)[NH:8]1, predict the reactants needed to synthesize it. The reactants are: Cl[C:2]1[C:19]2[C:6](=[C:7]3[C:16](=[CH:17][CH:18]=2)[C:15]2[C:10](=[CH:11][CH:12]=[CH:13][CH:14]=2)[S:9](=[O:21])(=[O:20])[NH:8]3)[N:5]=[CH:4][CH:3]=1.[CH3:22][N:23]([CH3:27])[CH2:24][CH2:25][NH2:26].CCN(C(C)C)C(C)C. (3) Given the product [P:1]([OH:13])([OH:3])([O:23][C@@:24]([C:40]1[CH:45]=[CH:44][C:43]([F:46])=[CH:42][C:41]=1[F:47])([C@H:31]([C:33]1[C:38]([F:39])=[CH:37][N:36]=[CH:35][N:34]=1)[CH3:32])[CH2:25][N:26]1[CH:30]=[N:29][CH:28]=[N:27]1)=[O:2], predict the reactants needed to synthesize it. The reactants are: [P:1]([O:23][C@@:24]([C:40]1[CH:45]=[CH:44][C:43]([F:46])=[CH:42][C:41]=1[F:47])([C@H:31]([C:33]1[C:38]([F:39])=[CH:37][N:36]=[CH:35][N:34]=1)[CH3:32])[CH2:25][N:26]1[CH:30]=[N:29][CH:28]=[N:27]1)([O:13]CC1C(F)=CC=CC=1Cl)([O:3]CC1C(F)=CC=CC=1Cl)=[O:2].[OH-].[Na+].S(=O)(=O)(O)O. (4) Given the product [N+:24]([C:15]1[CH:16]=[N:17][C:18]2[C:23]([C:14]=1[NH:1][CH2:2][CH2:3][CH2:4][NH:5][C:6](=[O:12])[O:7][C:8]([CH3:9])([CH3:11])[CH3:10])=[N:22][CH:21]=[CH:20][CH:19]=2)([O-:26])=[O:25], predict the reactants needed to synthesize it. The reactants are: [NH2:1][CH2:2][CH2:3][CH2:4][NH:5][C:6](=[O:12])[O:7][C:8]([CH3:11])([CH3:10])[CH3:9].Cl[C:14]1[C:23]2[C:18](=[CH:19][CH:20]=[CH:21][N:22]=2)[N:17]=[CH:16][C:15]=1[N+:24]([O-:26])=[O:25].C(N(CC)CC)C.O.